From a dataset of Forward reaction prediction with 1.9M reactions from USPTO patents (1976-2016). Predict the product of the given reaction. (1) Given the reactants [NH2:1][C:2]1[CH:9]=[CH:8][CH:7]=[C:6]([CH:10]2[CH2:12][C:11]2([CH3:14])[CH3:13])[C:3]=1[C:4]#[N:5].[S:15](Cl)(=[O:18])(=O)[NH2:16].[OH-:20].[Na+], predict the reaction product. The product is: [CH3:13][C:11]1([CH3:14])[CH2:12][CH:10]1[C:6]1[C:3]2[C:4]([NH2:5])=[N:16][S:15](=[O:18])(=[O:20])[NH:1][C:2]=2[CH:9]=[CH:8][CH:7]=1. (2) Given the reactants C(OC([NH:11][C@@H:12]1[CH2:16][CH2:15][N:14]([C:17]([O:19][C:20]([CH3:23])([CH3:22])[CH3:21])=[O:18])[CH2:13]1)=O)C1C=CC=CC=1, predict the reaction product. The product is: [NH2:11][C@@H:12]1[CH2:16][CH2:15][N:14]([C:17]([O:19][C:20]([CH3:23])([CH3:22])[CH3:21])=[O:18])[CH2:13]1. (3) Given the reactants [CH3:1][O:2][C:3]1[CH:8]=[CH:7][C:6]([C:9]2[CH:14]=[CH:13][C:12]([CH:15]([CH2:19][CH:20]=O)C(O)=O)=[CH:11][CH:10]=2)=[CH:5][CH:4]=1.Cl.[NH2:23][OH:24].[C:25](=[O:28])([O-])[O-:26].[Na+].[Na+], predict the reaction product. The product is: [OH:24][N:23]=[C:15]([C:12]1[CH:11]=[CH:10][C:9]([C:6]2[CH:5]=[CH:4][C:3]([O:2][CH3:1])=[CH:8][CH:7]=2)=[CH:14][CH:13]=1)[CH2:19][CH2:20][C:25]([OH:26])=[O:28]. (4) Given the reactants Cl[C:2]1[CH:11]=[CH:10][N:9]=[C:8]2[C:3]=1[C:4]1[CH:16]=[CH:15][CH:14]=[CH:13][C:5]=1[C:6](=[O:12])[NH:7]2.[Cl:17][C:18]1[C:24]([O:25][CH3:26])=[CH:23][C:21]([NH2:22])=[C:20]([O:27][CH3:28])[CH:19]=1, predict the reaction product. The product is: [Cl:17][C:18]1[C:24]([O:25][CH3:26])=[CH:23][C:21]([NH:22][C:2]2[CH:11]=[CH:10][N:9]=[C:8]3[C:3]=2[C:4]2[CH:16]=[CH:15][CH:14]=[CH:13][C:5]=2[C:6](=[O:12])[NH:7]3)=[C:20]([O:27][CH3:28])[CH:19]=1. (5) The product is: [F:1][C:2]([F:7])([F:6])[C:3]([O-:5])=[O:4].[NH2:8][C:9]([C:11]1[C:19]2[C:15](=[CH:16][N:17]([CH:20]3[CH2:24][CH2:23][NH+:22]([CH3:26])[CH2:21]3)[N:18]=2)[CH:14]=[C:2]([F:7])[CH:3]=1)=[O:10]. Given the reactants [F:1][C:2]([F:7])([F:6])[C:3]([O-:5])=[O:4].[NH2:8][C:9]([C:11]1[C:19]2[C:15](=[C:16](F)[N:17]([CH:20]3[CH2:24][CH2:23][NH2+:22][CH2:21]3)[N:18]=2)[CH:14]=CC=1)=[O:10].[CH3:26]C(O)=O.C=O, predict the reaction product. (6) Given the reactants [OH:1][CH2:2][C@:3]1([C:17]([O:19][C:20]([CH3:23])([CH3:22])[CH3:21])=[O:18])[CH2:7][C:6](=[O:8])[N:5]([C@@H:9]([C:11]2[CH:16]=[CH:15][CH:14]=[CH:13][CH:12]=2)[CH3:10])[CH2:4]1.N1C=CN=C1.[Si:29](Cl)([C:32]([CH3:35])([CH3:34])[CH3:33])([CH3:31])[CH3:30].[Cl-].[NH4+], predict the reaction product. The product is: [Si:29]([O:1][CH2:2][C@:3]1([C:17]([O:19][C:20]([CH3:22])([CH3:21])[CH3:23])=[O:18])[CH2:7][C:6](=[O:8])[N:5]([C@@H:9]([C:11]2[CH:12]=[CH:13][CH:14]=[CH:15][CH:16]=2)[CH3:10])[CH2:4]1)([C:32]([CH3:35])([CH3:34])[CH3:33])([CH3:31])[CH3:30]. (7) The product is: [ClH:43].[CH:1]1([NH:4][C:5]([C:7]2[CH:8]=[CH:9][C:10]([CH3:26])=[C:11]([NH:13][C:14](=[O:25])[C:15]3[CH:20]=[C:19]([O:40][CH2:39][C@@H:35]4[CH2:36][CH2:37][CH2:38][NH:34]4)[CH:18]=[CH:17][C:16]=3[N+:22]([O-:24])=[O:23])[CH:12]=2)=[O:6])[CH2:3][CH2:2]1. Given the reactants [CH:1]1([NH:4][C:5]([C:7]2[CH:8]=[CH:9][C:10]([CH3:26])=[C:11]([NH:13][C:14](=[O:25])[C:15]3[CH:20]=[C:19](F)[CH:18]=[CH:17][C:16]=3[N+:22]([O-:24])=[O:23])[CH:12]=2)=[O:6])[CH2:3][CH2:2]1.C(OC([N:34]1[CH2:38][CH2:37][CH2:36][C@H:35]1[CH2:39][OH:40])=O)(C)(C)C.[H-].[Na+].[Cl-:43].[NH4+], predict the reaction product. (8) Given the reactants [CH2:1]([O:8][C:9]1[CH:14]=[CH:13][C:12]([CH2:15][CH:16]([OH:20])[C:17]([OH:19])=[O:18])=[CH:11][CH:10]=1)[C:2]1[CH:7]=[CH:6][CH:5]=[CH:4][CH:3]=1.[CH:21]1(I)[CH2:25][CH2:24][CH2:23][CH2:22]1, predict the reaction product. The product is: [CH:21]1([O:18][C:17](=[O:19])[CH:16]([O:20][CH:21]2[CH2:25][CH2:24][CH2:23][CH2:22]2)[CH2:15][C:12]2[CH:13]=[CH:14][C:9]([O:8][CH2:1][C:2]3[CH:7]=[CH:6][CH:5]=[CH:4][CH:3]=3)=[CH:10][CH:11]=2)[CH2:25][CH2:24][CH2:23][CH2:22]1. (9) The product is: [CH3:1][O:2][C:3]([C:5]1[CH:10]=[C:9]([O:11][CH3:12])[N:8]=[C:7]([CH2:13][CH3:14])[N:6]=1)=[O:4]. Given the reactants [CH3:1][O:2][C:3]([C:5]1[CH:10]=[C:9]([O:11][CH3:12])[N:8]=[C:7]([CH:13]=[CH2:14])[N:6]=1)=[O:4], predict the reaction product. (10) Given the reactants [CH3:1][C:2]1([CH3:27])[O:6][C@@H:5]([C@H:7]([CH2:22][CH:23]([CH3:25])[CH3:24])[C:8]([O:10]C2C(F)=C(F)C(F)=C(F)C=2F)=O)[C:4](=[O:26])[O:3]1.ONC(=O)[C@@H](O)[C@@H](C(N1CCN(C2C=CC=CN=2)CC1)=O)CC(C)C.C(N(CC)CC)C.[CH3:60][C@H:61]1[NH:66][CH2:65][CH2:64][N:63]([C:67]2[CH:72]=[C:71]([C:73]([F:76])([F:75])[F:74])[CH:70]=[CH:69][N:68]=2)[CH2:62]1, predict the reaction product. The product is: [CH3:27][C:2]1([CH3:1])[O:3][C:4](=[O:26])[C@H:5]([C@@H:7]([C:8]([N:66]2[CH2:65][CH2:64][N:63]([C:67]3[CH:72]=[C:71]([C:73]([F:76])([F:74])[F:75])[CH:70]=[CH:69][N:68]=3)[CH2:62][C@H:61]2[CH3:60])=[O:10])[CH2:22][CH:23]([CH3:24])[CH3:25])[O:6]1.